From a dataset of Catalyst prediction with 721,799 reactions and 888 catalyst types from USPTO. Predict which catalyst facilitates the given reaction. Reactant: [NH2:1][C:2]1[C:9]([NH2:10])=[CH:8][CH:7]=[C:6]([N:11]2[CH2:16][CH2:15][CH2:14][CH:13]([C:17]([F:20])([F:19])[F:18])[CH2:12]2)[C:3]=1[C:4]#[N:5].[Cl:21][C:22]1[CH:38]=[CH:37][C:25]([CH2:26][NH:27][C:28]([C:30]2([C:33]([F:36])([F:35])[F:34])[CH2:32][CH2:31]2)=[O:29])=[CH:24][C:23]=1[N:39]=[C:40]=S.C(Cl)CCl. The catalyst class is: 3. Product: [Cl:21][C:22]1[CH:38]=[CH:37][C:25]([CH2:26][NH:27][C:28]([C:30]2([C:33]([F:36])([F:35])[F:34])[CH2:31][CH2:32]2)=[O:29])=[CH:24][C:23]=1[NH:39][C:40]1[NH:10][C:9]2[CH:8]=[CH:7][C:6]([N:11]3[CH2:16][CH2:15][CH2:14][CH:13]([C:17]([F:20])([F:18])[F:19])[CH2:12]3)=[C:3]([C:4]#[N:5])[C:2]=2[N:1]=1.